Dataset: Forward reaction prediction with 1.9M reactions from USPTO patents (1976-2016). Task: Predict the product of the given reaction. (1) The product is: [N:3]1[CH:4]=[CH:5][CH:6]=[CH:7][C:2]=1[N:11]1[CH2:12][CH2:13][NH:14][CH2:15][CH2:10]1. Given the reactants Cl[C:2]1[C:7](Cl)=[CH:6][CH:5]=[CH:4][N:3]=1.C[C@H:10]1[CH2:15][NH:14][CH2:13][CH2:12][NH:11]1.C([O-])([O-])=O.[K+].[K+], predict the reaction product. (2) Given the reactants [CH3:1][O:2][C:3](=[O:20])[C:4]1[CH:9]=[C:8]([NH2:10])[C:7]([NH2:11])=[C:6]([Cl:12])[C:5]=1[NH:13][C:14]1[CH:19]=[CH:18][CH:17]=[CH:16][CH:15]=1.[C:21](O)(=O)C.C(N)=N, predict the reaction product. The product is: [CH3:1][O:2][C:3]([C:4]1[C:5]([NH:13][C:14]2[CH:15]=[CH:16][CH:17]=[CH:18][CH:19]=2)=[C:6]([Cl:12])[C:7]2[N:11]=[CH:21][NH:10][C:8]=2[CH:9]=1)=[O:20]. (3) The product is: [Cl:34][C:33]1[C:32]([N:35]2[CH2:44][CH2:43][C@@H:42]3[C@H:37]([O:38][CH2:39][C:40](=[O:45])[NH:41]3)[CH2:36]2)=[CH:31][C:28]([C:29]#[N:30])=[CH:27][C:26]=1[NH:25][C:2]1[N:7]=[C:6]([N:8]([CH2:18][CH3:19])[CH2:9][C:10]2[CH:15]=[CH:14][C:13]([O:16][CH3:17])=[CH:12][CH:11]=2)[C:5]2=[N:20][CH:21]=[C:22]([C:23]#[N:24])[N:4]2[N:3]=1. Given the reactants Cl[C:2]1[N:7]=[C:6]([N:8]([CH2:18][CH3:19])[CH2:9][C:10]2[CH:15]=[CH:14][C:13]([O:16][CH3:17])=[CH:12][CH:11]=2)[C:5]2=[N:20][CH:21]=[C:22]([C:23]#[N:24])[N:4]2[N:3]=1.[NH2:25][C:26]1[CH:27]=[C:28]([CH:31]=[C:32]([N:35]2[CH2:44][CH2:43][C@@H:42]3[C@H:37]([O:38][CH2:39][C:40](=[O:45])[NH:41]3)[CH2:36]2)[C:33]=1[Cl:34])[C:29]#[N:30].C([O-])([O-])=O.[Cs+].[Cs+].CC1(C)C2C(=C(P(C3C=CC=CC=3)C3C=CC=CC=3)C=CC=2)OC2C(P(C3C=CC=CC=3)C3C=CC=CC=3)=CC=CC1=2, predict the reaction product. (4) Given the reactants [NH:1]1[C:9]2[C:4](=[CH:5][C:6]([C:10]([OH:12])=O)=[CH:7][CH:8]=2)[CH:3]=[N:2]1.[NH:13]1[CH2:18][CH2:17][CH2:16][C@@H:15]2[C:19]3[CH:20]=[CH:21][CH:22]=[CH:23][C:24]=3[CH2:25][C@H:14]12.F[P-](F)(F)(F)(F)F.N1(OC(N(C)C)=[N+](C)C)C2N=CC=CC=2N=N1, predict the reaction product. The product is: [N:13]1([C:10]([C:6]2[CH:5]=[C:4]3[C:9](=[CH:8][CH:7]=2)[NH:1][N:2]=[CH:3]3)=[O:12])[CH2:18][CH2:17][CH2:16][C@@H:15]2[C:19]3[CH:20]=[CH:21][CH:22]=[CH:23][C:24]=3[CH2:25][C@H:14]12. (5) Given the reactants [OH:1][CH2:2][CH2:3][C:4]1[C:5](=[O:22])[N:6]([C:10]2[CH:15]=[CH:14][C:13]([N+:16]([O-:18])=[O:17])=[CH:12][C:11]=2[CH2:19][O:20][CH3:21])[CH:7]=[CH:8][CH:9]=1.N1C=CN=C1.[C:28]([Si:32]([C:40]1[CH:45]=[CH:44][CH:43]=[CH:42][CH:41]=1)([C:34]1[CH:39]=[CH:38][CH:37]=[CH:36][CH:35]=1)Cl)([CH3:31])([CH3:30])[CH3:29], predict the reaction product. The product is: [Si:32]([O:1][CH2:2][CH2:3][C:4]1[C:5](=[O:22])[N:6]([C:10]2[CH:15]=[CH:14][C:13]([N+:16]([O-:18])=[O:17])=[CH:12][C:11]=2[CH2:19][O:20][CH3:21])[CH:7]=[CH:8][CH:9]=1)([C:28]([CH3:31])([CH3:30])[CH3:29])([C:40]1[CH:41]=[CH:42][CH:43]=[CH:44][CH:45]=1)[C:34]1[CH:39]=[CH:38][CH:37]=[CH:36][CH:35]=1. (6) Given the reactants C(OC([N:8]1[CH2:16][C:15]2[C:10](=[CH:11][CH:12]=[C:13]([O:17][CH2:18][CH:19]3[CH2:21][CH2:20]3)[CH:14]=2)[CH2:9]1)=O)(C)(C)C.[F:22][C:23]([F:28])([F:27])[C:24]([OH:26])=[O:25], predict the reaction product. The product is: [F:22][C:23]([F:28])([F:27])[C:24]([OH:26])=[O:25].[CH:19]1([CH2:18][O:17][C:13]2[CH:14]=[C:15]3[C:10](=[CH:11][CH:12]=2)[CH2:9][NH:8][CH2:16]3)[CH2:20][CH2:21]1. (7) Given the reactants [CH2:1]([C@H:8]([NH:33]C(=O)OC(C)(C)C)[C@@H:9]([OH:32])[CH2:10][N:11]([CH2:25][C:26]1[CH:31]=[CH:30][CH:29]=[CH:28][CH:27]=1)[NH:12][C:13](=[O:24])[C@@H:14]([NH:19][C:20]([O:22][CH3:23])=[O:21])[C@@H:15]([CH3:18])[CH2:16][CH3:17])[C:2]1[CH:7]=[CH:6][CH:5]=[CH:4][CH:3]=1.Cl, predict the reaction product. The product is: [NH2:33][C@@H:8]([CH2:1][C:2]1[CH:7]=[CH:6][CH:5]=[CH:4][CH:3]=1)[C@@H:9]([OH:32])[CH2:10][N:11]([CH2:25][C:26]1[CH:31]=[CH:30][CH:29]=[CH:28][CH:27]=1)[NH:12][C:13]([C@@H:14]([NH:19][C:20](=[O:21])[O:22][CH3:23])[C@@H:15]([CH3:18])[CH2:16][CH3:17])=[O:24]. (8) The product is: [CH2:1]([O:3][C:4](=[O:18])[C:5]1[CH:10]=[C:9]([CH3:11])[CH:8]=[C:7]([C:12]2[CH2:16][CH2:15][CH2:14][C:13]=2[C:22]2[CH:21]=[C:20]([Cl:19])[CH:25]=[CH:24][C:23]=2[O:29][CH2:30][C:31]2[CH:36]=[CH:35][C:34]([F:37])=[CH:33][CH:32]=2)[CH:6]=1)[CH3:2]. Given the reactants [CH2:1]([O:3][C:4](=[O:18])[C:5]1[CH:10]=[C:9]([CH3:11])[CH:8]=[C:7]([C:12]2[CH2:16][CH2:15][CH2:14][C:13]=2Br)[CH:6]=1)[CH3:2].[Cl:19][C:20]1[CH:21]=[CH:22][C:23]([O:29][CH2:30][C:31]2[CH:36]=[CH:35][C:34]([F:37])=[CH:33][CH:32]=2)=[C:24](B(O)O)[CH:25]=1, predict the reaction product. (9) Given the reactants [NH2:1][C:2]1[CH:7]=[CH:6][CH:5]=[CH:4][CH:3]=1.[S:8]1[CH:12]=[CH:11][CH:10]=[C:9]1[CH:13]=O.C([BH3-])#N, predict the reaction product. The product is: [S:8]1[CH:12]=[CH:11][CH:10]=[C:9]1[CH2:13][NH:1][C:2]1[CH:7]=[CH:6][CH:5]=[CH:4][CH:3]=1. (10) Given the reactants [Cl:1][C:2]1[CH:7]=[C:6]([O:8][C:9]2[CH:14]=[CH:13][C:12]([Cl:15])=[CH:11][CH:10]=2)[CH:5]=[CH:4][C:3]=1[C:16]1[N:17]=[C:18]([NH2:21])[S:19][CH:20]=1.[Br:22][C:23]1[CH:24]=[C:25]([S:29](Cl)(=[O:31])=[O:30])[S:26][C:27]=1[Cl:28], predict the reaction product. The product is: [Br:22][C:23]1[CH:24]=[C:25]([S:29]([NH:21][C:18]2[S:19][CH:20]=[C:16]([C:3]3[CH:4]=[CH:5][C:6]([O:8][C:9]4[CH:14]=[CH:13][C:12]([Cl:15])=[CH:11][CH:10]=4)=[CH:7][C:2]=3[Cl:1])[N:17]=2)(=[O:31])=[O:30])[S:26][C:27]=1[Cl:28].